Regression. Given a peptide amino acid sequence and an MHC pseudo amino acid sequence, predict their binding affinity value. This is MHC class I binding data. From a dataset of Peptide-MHC class I binding affinity with 185,985 pairs from IEDB/IMGT. (1) The peptide sequence is VAGGTSSVY. The MHC is HLA-A31:01 with pseudo-sequence HLA-A31:01. The binding affinity (normalized) is 0.0847. (2) The peptide sequence is KLWIWIGSQ. The binding affinity (normalized) is 0.0847. The MHC is HLA-B27:03 with pseudo-sequence HLA-B27:03. (3) The peptide sequence is LLAQFTSAI. The MHC is HLA-A68:01 with pseudo-sequence HLA-A68:01. The binding affinity (normalized) is 0. (4) The peptide sequence is VTFMWTNCR. The MHC is HLA-A33:01 with pseudo-sequence HLA-A33:01. The binding affinity (normalized) is 0.332. (5) The peptide sequence is YIVAYQATV. The MHC is HLA-A02:01 with pseudo-sequence HLA-A02:01. The binding affinity (normalized) is 0.785. (6) The MHC is HLA-A31:01 with pseudo-sequence HLA-A31:01. The binding affinity (normalized) is 0. The peptide sequence is DHQAAFQYI. (7) The peptide sequence is EEPVALLPLS. The MHC is HLA-B40:02 with pseudo-sequence HLA-B40:02. The binding affinity (normalized) is 0.224.